Task: Predict which catalyst facilitates the given reaction.. Dataset: Catalyst prediction with 721,799 reactions and 888 catalyst types from USPTO (1) Product: [Br:1][C:2]1[CH:13]=[CH:12][C:5]2[C:6](=[O:11])[N:7]([CH3:17])[CH2:8][CH2:9][CH2:10][C:4]=2[CH:3]=1. The catalyst class is: 3. Reactant: [Br:1][C:2]1[CH:13]=[CH:12][C:5]2[C:6](=[O:11])[NH:7][CH2:8][CH2:9][CH2:10][C:4]=2[CH:3]=1.[H-].[Na+].I[CH3:17].O. (2) Reactant: [Si]([O:8][CH2:9][CH2:10][C@@H:11]1[C@@H:19]([O:20][C:21]2[CH:26]=[CH:25][CH:24]=[CH:23][CH:22]=2)[C@H:18]([CH3:27])[O:17][C:16](=[O:28])[C@@H:15]([NH:29][C:30](=[O:36])[O:31][C:32]([CH3:35])([CH3:34])[CH3:33])[CH2:14][CH2:13][CH2:12]1)(C(C)(C)C)(C)C.CCCC[N+](CCCC)(CCCC)CCCC.[F-].[Na+].[Cl-]. Product: [OH:8][CH2:9][CH2:10][C@@H:11]1[C@@H:19]([O:20][C:21]2[CH:22]=[CH:23][CH:24]=[CH:25][CH:26]=2)[C@H:18]([CH3:27])[O:17][C:16](=[O:28])[C@@H:15]([NH:29][C:30](=[O:36])[O:31][C:32]([CH3:35])([CH3:34])[CH3:33])[CH2:14][CH2:13][CH2:12]1. The catalyst class is: 1. (3) The catalyst class is: 29. Product: [C:1]([O:5][C:6](=[O:23])[NH:7][CH2:8][CH2:9][C@H:10]([NH:15][C:16]([O:18][C:19]([CH3:22])([CH3:21])[CH3:20])=[O:17])[CH2:11][NH2:12])([CH3:4])([CH3:3])[CH3:2]. Reactant: [C:1]([O:5][C:6](=[O:23])[NH:7][CH2:8][CH2:9][C@H:10]([NH:15][C:16]([O:18][C:19]([CH3:22])([CH3:21])[CH3:20])=[O:17])[CH2:11][N:12]=[N+]=[N-])([CH3:4])([CH3:3])[CH3:2]. (4) Reactant: [NH2:1][C:2]1[CH:30]=[CH:29][C:5]2[NH:6][C:7]([C:12]3[C:13](=[O:28])[N:14]([CH2:23][CH2:24][CH:25]([CH3:27])[CH3:26])[C:15]4[C:20]([C:21]=3[OH:22])=[CH:19][CH:18]=[CH:17][N:16]=4)=[N:8][S:9](=[O:11])(=[O:10])[C:4]=2[CH:3]=1.Cl[S:32]([N:35]1[CH2:39][CH2:38][CH2:37][C@H:36]1[C:40]([O:42][CH3:43])=[O:41])(=[O:34])=[O:33].C(N(CC)CC)C. Product: [OH:22][C:21]1[C:20]2[C:15](=[N:16][CH:17]=[CH:18][CH:19]=2)[N:14]([CH2:23][CH2:24][CH:25]([CH3:27])[CH3:26])[C:13](=[O:28])[C:12]=1[C:7]1[NH:6][C:5]2[CH:29]=[CH:30][C:2]([NH:1][S:32]([N:35]3[CH2:39][CH2:38][CH2:37][C@H:36]3[C:40]([O:42][CH3:43])=[O:41])(=[O:33])=[O:34])=[CH:3][C:4]=2[S:9](=[O:11])(=[O:10])[N:8]=1. The catalyst class is: 10. (5) Reactant: [Cl:1][C:2]1[CH:11]=[C:10]([CH3:12])[CH:9]=[C:8]([Cl:13])[C:3]=1[O:4][CH2:5][CH2:6][OH:7].[H-].[Na+].Br[C:17]1[CH:22]=[CH:21][C:20]([Br:23])=[CH:19][N:18]=1. Product: [Br:23][C:20]1[CH:21]=[CH:22][C:17]([O:7][CH2:6][CH2:5][O:4][C:3]2[C:2]([Cl:1])=[CH:11][C:10]([CH3:12])=[CH:9][C:8]=2[Cl:13])=[N:18][CH:19]=1. The catalyst class is: 1. (6) Reactant: [S:1]1[C:5]2[NH:6][C:7]([C:9]([O:11][CH3:12])=[O:10])=[CH:8][C:4]=2[CH:3]=[CH:2]1.[H-].[Na+].Br[CH2:16][C:17]([C:19]1[CH:24]=[CH:23][C:22]([O:25][CH3:26])=[CH:21][CH:20]=1)=[O:18]. Product: [CH3:26][O:25][C:22]1[CH:23]=[CH:24][C:19]([C:17](=[O:18])[CH2:16][N:6]2[C:7]([C:9]([O:11][CH3:12])=[O:10])=[CH:8][C:4]3[CH:3]=[CH:2][S:1][C:5]2=3)=[CH:20][CH:21]=1. The catalyst class is: 3. (7) Reactant: [NH2:1][CH:2]([CH2:26][C:27]1[CH:32]=[C:31]([F:33])[CH:30]=[C:29]([F:34])[CH:28]=1)[CH:3]([OH:25])[CH2:4][NH:5][C:6]1([C:15]2[CH:20]=[CH:19][CH:18]=[C:17]([C:21]([CH3:24])([CH3:23])[CH3:22])[CH:16]=2)[CH2:14][C:10]2[CH:11]=[N:12][O:13][C:9]=2[CH2:8][CH2:7]1.[C:35](N(OC)C(=O)C)(=[O:37])[CH3:36]. Product: [C:21]([C:17]1[CH:16]=[C:15]([C:6]2([NH:5][CH2:4][CH:3]([OH:25])[CH:2]([NH:1][C:35](=[O:37])[CH3:36])[CH2:26][C:27]3[CH:32]=[C:31]([F:33])[CH:30]=[C:29]([F:34])[CH:28]=3)[CH2:14][C:10]3[CH:11]=[N:12][O:13][C:9]=3[CH2:8][CH2:7]2)[CH:20]=[CH:19][CH:18]=1)([CH3:22])([CH3:24])[CH3:23]. The catalyst class is: 2. (8) The catalyst class is: 3. Product: [Si:5]([O:21][CH2:20][C:19]1[CH:22]=[CH:23][C:16]([CH:15]=[O:14])=[CH:17][CH:18]=1)([C:1]([CH3:4])([CH3:3])[CH3:2])([CH3:8])[CH3:7]. Reactant: [C:1]([Si:5]([CH3:8])([CH3:7])Cl)([CH3:4])([CH3:3])[CH3:2].N1C=CN=C1.[OH:14][CH2:15][C:16]1[CH:23]=[CH:22][C:19]([CH:20]=[O:21])=[CH:18][CH:17]=1.CCOC(C)=O. (9) Reactant: [Cl:1][C:2]1[CH:3]=[N:4][N:5]([CH3:26])[C:6]=1[C:7]([NH:9][C:10]1[CH:15]=[CH:14][C:13]([C:16]2[N:20]([CH3:21])[N:19]=[C:18]([C:22]([F:25])([F:24])[F:23])[CH:17]=2)=[CH:12][CH:11]=1)=O.[BH4-].[Na+].B(F)(F)F.CCOCC.Cl. Product: [Cl:1][C:2]1[CH:3]=[N:4][N:5]([CH3:26])[C:6]=1[CH2:7][NH:9][C:10]1[CH:11]=[CH:12][C:13]([C:16]2[N:20]([CH3:21])[N:19]=[C:18]([C:22]([F:25])([F:24])[F:23])[CH:17]=2)=[CH:14][CH:15]=1. The catalyst class is: 56. (10) Reactant: C[Si]([N-][Si](C)(C)C)(C)C.[Li+].O1CCCC1.[CH3:16][C@H:17]1[CH2:22][C:21](=[O:23])[CH2:20][C@H:19]([CH3:24])[N:18]1[C:25]([O:27][C:28]([CH3:31])([CH3:30])[CH3:29])=[O:26].C1C=CC(N([S:39]([C:42]([F:45])([F:44])[F:43])(=[O:41])=[O:40])[S:39]([C:42]([F:45])([F:44])[F:43])(=[O:41])=[O:40])=CC=1. Product: [CH3:16][C@H:17]1[CH2:22][C:21]([O:23][S:39]([C:42]([F:45])([F:44])[F:43])(=[O:41])=[O:40])=[CH:20][C@H:19]([CH3:24])[N:18]1[C:25]([O:27][C:28]([CH3:29])([CH3:31])[CH3:30])=[O:26]. The catalyst class is: 7.